This data is from Peptide-MHC class II binding affinity with 134,281 pairs from IEDB. The task is: Regression. Given a peptide amino acid sequence and an MHC pseudo amino acid sequence, predict their binding affinity value. This is MHC class II binding data. (1) The peptide sequence is TSSTPEAVSLLCSDK. The MHC is HLA-DPA10201-DPB10501 with pseudo-sequence HLA-DPA10201-DPB10501. The binding affinity (normalized) is 0.170. (2) The peptide sequence is PELQIVDKIDAAFKI. The MHC is DRB1_1201 with pseudo-sequence DRB1_1201. The binding affinity (normalized) is 0.642. (3) The peptide sequence is REALAQTHSAIAVII. The MHC is DRB1_1302 with pseudo-sequence DRB1_1302. The binding affinity (normalized) is 0.764. (4) The peptide sequence is FVGYLKPTTFMLKYD. The MHC is DRB1_1101 with pseudo-sequence DRB1_1101. The binding affinity (normalized) is 0.648. (5) The peptide sequence is FTVFEAAFNNAIKAG. The MHC is HLA-DPA10103-DPB10201 with pseudo-sequence HLA-DPA10103-DPB10201. The binding affinity (normalized) is 0.347.